This data is from Forward reaction prediction with 1.9M reactions from USPTO patents (1976-2016). The task is: Predict the product of the given reaction. Given the reactants [CH3:1][C:2]1[CH:11]=[C:10]2[C:5]([C:6]([OH:16])=[CH:7][C:8]([C:12]([O:14]C)=[O:13])=[N:9]2)=[CH:4][CH:3]=1.[Li+].[OH-], predict the reaction product. The product is: [CH3:1][C:2]1[CH:11]=[C:10]2[C:5]([C:6]([OH:16])=[CH:7][C:8]([C:12]([OH:14])=[O:13])=[N:9]2)=[CH:4][CH:3]=1.